This data is from Peptide-MHC class I binding affinity with 185,985 pairs from IEDB/IMGT. The task is: Regression. Given a peptide amino acid sequence and an MHC pseudo amino acid sequence, predict their binding affinity value. This is MHC class I binding data. (1) The peptide sequence is SLFYTVATL. The MHC is HLA-A02:03 with pseudo-sequence HLA-A02:03. The binding affinity (normalized) is 0.151. (2) The peptide sequence is RIQENHGFI. The MHC is HLA-A24:03 with pseudo-sequence HLA-A24:03. The binding affinity (normalized) is 0.0847. (3) The peptide sequence is ELAELLEMKY. The MHC is HLA-A11:01 with pseudo-sequence HLA-A11:01. The binding affinity (normalized) is 0.0488. (4) The peptide sequence is IGIEILNTI. The MHC is HLA-A02:01 with pseudo-sequence HLA-A02:01. The binding affinity (normalized) is 0.394. (5) The peptide sequence is EVAESVMFM. The MHC is HLA-B51:01 with pseudo-sequence HLA-B51:01. The binding affinity (normalized) is 0.0847. (6) The peptide sequence is MKLVMAFIAF. The MHC is HLA-B35:01 with pseudo-sequence HLA-B35:01. The binding affinity (normalized) is 0.305.